Dataset: Full USPTO retrosynthesis dataset with 1.9M reactions from patents (1976-2016). Task: Predict the reactants needed to synthesize the given product. (1) The reactants are: [F:1][C:2]1[CH:7]=[CH:6][C:5]([C:8](=[O:10])[CH3:9])=[CH:4][C:3]=1[N+:11]([O-])=O. Given the product [NH2:11][C:3]1[CH:4]=[C:5]([C:8](=[O:10])[CH3:9])[CH:6]=[CH:7][C:2]=1[F:1], predict the reactants needed to synthesize it. (2) Given the product [Cl:17][C:18]1[CH:19]=[C:20]([C:2]2[CH:7]=[CH:6][CH:5]=[C:4]([C:8]3([CH3:16])[N:13]=[C:12]([O:14][CH3:15])[CH2:11][O:10][CH2:9]3)[CH:3]=2)[CH:21]=[C:22]([Cl:24])[CH:23]=1, predict the reactants needed to synthesize it. The reactants are: Br[C:2]1[CH:3]=[C:4]([C:8]2([CH3:16])[N:13]=[C:12]([O:14][CH3:15])[CH2:11][O:10][CH2:9]2)[CH:5]=[CH:6][CH:7]=1.[Cl:17][C:18]1[CH:19]=[C:20](B2OC(C)(C)C(C)(C)O2)[CH:21]=[C:22]([Cl:24])[CH:23]=1.C(=O)([O-])[O-].[Na+].[Na+].C1(P(C2C=CC=CC=2)C2C=CC=CC=2)C=CC=CC=1.